Dataset: Full USPTO retrosynthesis dataset with 1.9M reactions from patents (1976-2016). Task: Predict the reactants needed to synthesize the given product. (1) Given the product [C:26]([CH2:29][CH2:30][CH2:31][CH2:32][CH2:33][N+:34]1[CH:35]=[CH:36][C:37](/[CH:40]=[CH:23]/[C:17]2[C:18](=[O:22])[O:19][C:20]3[C:15]([CH:16]=2)=[CH:14][CH:13]=[C:12]([N:4]([CH2:2][CH3:3])[CH2:5][CH2:6][CH2:7][S:8]([O-:11])(=[O:9])=[O:10])[CH:21]=3)=[CH:38][CH:39]=1)([OH:28])=[O:27].[CH3:2][N+:4]([CH2:12][C:41]([OH:43])=[O:42])([CH3:26])[CH3:5], predict the reactants needed to synthesize it. The reactants are: [Na+].[CH2:2]([N:4]([C:12]1[CH:21]=[C:20]2[C:15]([CH:16]=[C:17]([CH:23]=O)[C:18](=[O:22])[O:19]2)=[CH:14][CH:13]=1)[CH2:5][CH2:6][CH2:7][S:8]([O-:11])(=[O:10])=[O:9])[CH3:3].[Br-].[C:26]([CH2:29][CH2:30][CH2:31][CH2:32][CH2:33][N+:34]1[CH:39]=[CH:38][C:37]([CH3:40])=[CH:36][CH:35]=1)([OH:28])=[O:27].[CH3:41][OH:42].[OH2:43]. (2) Given the product [C:37]([O:41][C:42]([NH:44][C@@H:45]([C:47]1[C:48]([F:76])=[C:49]([C:2]2[CH:10]=[C:9]3[C:5]([CH:6]=[N:7][N:8]3[S:11]([C:14]3[CH:20]=[CH:19][C:17]([CH3:18])=[CH:16][CH:15]=3)(=[O:13])=[O:12])=[C:4]([CH2:21][O:22][C:23]3[CH:28]=[CH:27][CH:26]=[CH:25][C:24]=3[CH2:29][C:30]([O:32][C:33]([CH3:36])([CH3:34])[CH3:35])=[O:31])[CH:3]=2)[CH:50]=[CH:51][CH:52]=1)[CH3:46])=[O:43])([CH3:38])([CH3:39])[CH3:40], predict the reactants needed to synthesize it. The reactants are: Br[C:2]1[CH:10]=[C:9]2[C:5]([CH:6]=[N:7][N:8]2[S:11]([C:14]2[CH:20]=[CH:19][C:17]([CH3:18])=[CH:16][CH:15]=2)(=[O:13])=[O:12])=[C:4]([CH2:21][O:22][C:23]2[CH:28]=[CH:27][CH:26]=[CH:25][C:24]=2[CH2:29][C:30]([O:32][C:33]([CH3:36])([CH3:35])[CH3:34])=[O:31])[CH:3]=1.[C:37]([O:41][C:42]([NH:44][C@@H:45]([C:47]1[C:48]([F:76])=[C:49](C2C=C(O)C=C(COC3C=CC=CC=3CC(OC(C)(C)C)=O)C=2)[CH:50]=[CH:51][CH:52]=1)[CH3:46])=[O:43])([CH3:40])([CH3:39])[CH3:38]. (3) Given the product [F:8][C:9]1[CH:10]=[CH:11][C:12]([NH:13][C:14]2[CH:26]=[C:25]([C:27]3[CH:32]=[CH:31][C:30]([CH2:33][OH:34])=[CH:29][CH:28]=3)[CH:24]=[CH:23][C:15]=2[C:16]([OH:18])=[O:17])=[CH:35][CH:36]=1, predict the reactants needed to synthesize it. The reactants are: FC(F)(F)C(O)=O.[F:8][C:9]1[CH:36]=[CH:35][C:12]([NH:13][C:14]2[CH:26]=[C:25]([C:27]3[CH:32]=[CH:31][C:30]([CH2:33][OH:34])=[CH:29][CH:28]=3)[CH:24]=[CH:23][C:15]=2[C:16]([O:18]C(C)(C)C)=[O:17])=[CH:11][CH:10]=1. (4) Given the product [Si:1]([O:18][CH2:19][C:20]1[C:21](=[O:26])[N:22]([C:28]2[CH:33]=[CH:32][C:31]([N+:34]([O-:36])=[O:35])=[CH:30][C:29]=2[CH3:37])[CH:23]=[CH:24][CH:25]=1)([C:14]([CH3:17])([CH3:15])[CH3:16])([C:8]1[CH:13]=[CH:12][CH:11]=[CH:10][CH:9]=1)[C:2]1[CH:3]=[CH:4][CH:5]=[CH:6][CH:7]=1, predict the reactants needed to synthesize it. The reactants are: [Si:1]([O:18][CH2:19][C:20]1[C:21](=[O:26])[NH:22][CH:23]=[CH:24][CH:25]=1)([C:14]([CH3:17])([CH3:16])[CH3:15])([C:8]1[CH:13]=[CH:12][CH:11]=[CH:10][CH:9]=1)[C:2]1[CH:7]=[CH:6][CH:5]=[CH:4][CH:3]=1.F[C:28]1[CH:33]=[CH:32][C:31]([N+:34]([O-:36])=[O:35])=[CH:30][C:29]=1[CH3:37]. (5) The reactants are: [CH3:1][O:2][C:3]1[CH:12]=[C:11]([N+:13]([O-:15])=[O:14])[CH:10]=[CH:9][C:4]=1[O:5][CH2:6][CH2:7][OH:8].N1C=CC=CC=1.[C:22](Cl)(=[O:24])[CH3:23]. Given the product [C:22]([O:8][CH2:7][CH2:6][O:5][C:4]1[CH:9]=[CH:10][C:11]([N+:13]([O-:15])=[O:14])=[CH:12][C:3]=1[O:2][CH3:1])(=[O:24])[CH3:23], predict the reactants needed to synthesize it. (6) Given the product [Br:11][C:12]1[C:13]2[O:20][C:8]([CH3:9])=[CH:7][C:14]=2[C:15]([F:19])=[C:16]([F:18])[CH:17]=1, predict the reactants needed to synthesize it. The reactants are: C(=O)([O-])[O-].[K+].[K+].[CH2:7](Br)[C:8]#[CH:9].[Br:11][C:12]1[CH:17]=[C:16]([F:18])[C:15]([F:19])=[CH:14][C:13]=1[OH:20].[F-].[Cs+].CN(C)C1C=CC=CC=1.Cl. (7) Given the product [Cl:11][C:6]1[CH:5]=[C:4]([CH:9]=[CH:8][C:7]=1[O:10][CH2:19][CH3:20])[C:3]([O:2][CH3:1])=[O:12], predict the reactants needed to synthesize it. The reactants are: [CH3:1][O:2][C:3](=[O:12])[C:4]1[CH:9]=[CH:8][C:7]([OH:10])=[C:6]([Cl:11])[CH:5]=1.C(=O)([O-])[O-].[K+].[K+].[CH2:19](I)[CH3:20].